From a dataset of Catalyst prediction with 721,799 reactions and 888 catalyst types from USPTO. Predict which catalyst facilitates the given reaction. (1) Reactant: [CH3:1][C:2]1[CH:3]=[C:4]2[C:8](=[CH:9][CH:10]=1)[NH:7][C:6]([C:11]([O:13][CH2:14][CH3:15])=[O:12])=[CH:5]2.C(=O)([O-])[O-].[K+].[K+].[CH2:22](I)[CH:23]([CH3:25])[CH3:24].C(OCC)(=O)C. Product: [CH2:22]([N:7]1[C:8]2[C:4](=[CH:3][C:2]([CH3:1])=[CH:10][CH:9]=2)[CH:5]=[C:6]1[C:11]([O:13][CH2:14][CH3:15])=[O:12])[CH:23]([CH3:25])[CH3:24]. The catalyst class is: 35. (2) Reactant: [CH2:1]([OH:19])[CH2:2][CH2:3][CH2:4][CH2:5][CH2:6][CH2:7][CH2:8]/[CH:9]=[CH:10]\[CH2:11][CH2:12]CCCCCC. Product: [CH2:1]([OH:19])[CH2:2][CH2:3][CH2:4][CH2:5][CH2:6][CH2:7][CH2:8]/[CH:9]=[CH:10]\[CH2:11][CH3:12]. The catalyst class is: 1. (3) Reactant: Br[CH2:2][CH2:3][O:4][C:5]1[CH:10]=[CH:9][C:8]([N+:11]([O-:13])=[O:12])=[CH:7][C:6]=1[O:14][CH3:15].[CH3:16][CH:17]1[CH2:22][CH2:21][NH:20][CH2:19][CH2:18]1. Product: [CH3:15][O:14][C:6]1[CH:7]=[C:8]([N+:11]([O-:13])=[O:12])[CH:9]=[CH:10][C:5]=1[O:4][CH2:3][CH2:2][N:20]1[CH2:21][CH2:22][CH:17]([CH3:16])[CH2:18][CH2:19]1. The catalyst class is: 98. (4) Reactant: [CH3:1][C:2]([O:4][C@H:5]1[C:14]2[C@@:15]3([CH3:30])[C@@H:26]([CH2:27][O:28][CH3:29])[O:25][C:23](=[O:24])[C:17]4=[CH:18][O:19][C:20]([C:21](=[O:22])[C:13]=2[C@@H:8]2[CH2:9][CH2:10][C@H:11]([OH:12])[C@@:7]2([CH3:31])[CH2:6]1)=[C:16]34)=[O:3].[C:32]1([N:38]2[CH2:43][CH2:42][NH:41][CH2:40][CH2:39]2)[CH:37]=[CH:36][CH:35]=[CH:34][CH:33]=1. Product: [C:2]([O:4][C@H:5]1[C:14]2[C@:15]3([CH3:30])[C:16](/[C:17](=[CH:18]\[N:41]4[CH2:42][CH2:43][N:38]([C:32]5[CH:37]=[CH:36][CH:35]=[CH:34][CH:33]=5)[CH2:39][CH2:40]4)/[C:23](=[O:24])[O:25][C@@H:26]3[CH2:27][O:28][CH3:29])=[C:20]([OH:19])[C:21](=[O:22])[C:13]=2[CH:8]2[C@@:7]([CH3:31])([C@@H:11]([OH:12])[CH2:10][CH2:9]2)[CH2:6]1)(=[O:3])[CH3:1]. The catalyst class is: 2. (5) Reactant: [CH3:1][C:2]1[N:12]=[CH:11][CH:10]=[CH:9][C:3]=1[C:4]([O:6][CH2:7][CH3:8])=[O:5].[Br:13]N1C(=O)CCC1=O. Product: [Br:13][CH2:1][C:2]1[N:12]=[CH:11][CH:10]=[CH:9][C:3]=1[C:4]([O:6][CH2:7][CH3:8])=[O:5]. The catalyst class is: 53. (6) Reactant: C(O[C:4]([C:6]1[C:7]2[S:15][CH:14]=[C:13]([CH2:16][O:17][C:18]3[CH:23]=[CH:22][CH:21]=[C:20]([C:24]4[O:25][C:26]([CH3:29])=[N:27][N:28]=4)[CH:19]=3)[C:8]=2[C:9]([NH2:12])=[N:10][CH:11]=1)=[O:5])C.[CH2:30]([CH2:32][NH2:33])[OH:31]. The catalyst class is: 16. Product: [OH:31][CH2:30][CH2:32][NH:33][C:4]([C:6]1[C:7]2[S:15][CH:14]=[C:13]([CH2:16][O:17][C:18]3[CH:23]=[CH:22][CH:21]=[C:20]([C:24]4[O:25][C:26]([CH3:29])=[N:27][N:28]=4)[CH:19]=3)[C:8]=2[C:9]([NH2:12])=[N:10][CH:11]=1)=[O:5]. (7) Reactant: [CH:1]12[CH2:10][CH:5]3[CH2:6][CH:7]([CH2:9][CH:3]([CH2:4]3)[CH:2]1[NH2:11])[CH2:8]2.[CH:12](=O)[C:13]1[CH:18]=[CH:17][CH:16]=[CH:15][CH:14]=1.Br[C:21]([CH3:28])([CH3:27])[C:22](OCC)=[O:23].Cl. Product: [CH:1]12[CH2:10][CH:5]3[CH2:6][CH:7]([CH2:9][CH:3]([CH2:4]3)[CH:2]1[N:11]1[CH:12]([C:13]3[CH:18]=[CH:17][CH:16]=[CH:15][CH:14]=3)[C:21]([CH3:28])([CH3:27])[C:22]1=[O:23])[CH2:8]2. The catalyst class is: 490.